The task is: Predict the product of the given reaction.. This data is from Forward reaction prediction with 1.9M reactions from USPTO patents (1976-2016). (1) Given the reactants Br[C:2]1[CH:3]=[CH:4][C:5]([N:8]2[CH2:12][CH2:11][C@H:10]([O:13][C:14]3[C:19]([Cl:20])=[CH:18][C:17]([CH3:21])=[CH:16][C:15]=3[Cl:22])[CH2:9]2)=[N:6][CH:7]=1.[Li]CCCC.[CH3:28][O:29][C:30]([C:32]1[CH2:33][N:34]([C:46]([O:48][C:49]([CH3:52])([CH3:51])[CH3:50])=[O:47])[CH2:35][CH2:36][C:37]=1OS(C(F)(F)F)(=O)=O)=[O:31].[NH4+].[Cl-], predict the reaction product. The product is: [CH3:28][O:29][C:30]([C:32]1[CH2:33][N:34]([C:46]([O:48][C:49]([CH3:52])([CH3:51])[CH3:50])=[O:47])[CH2:35][CH2:36][C:37]=1[C:2]1[CH:7]=[N:6][C:5]([N:8]2[CH2:12][CH2:11][C@H:10]([O:13][C:14]3[C:19]([Cl:20])=[CH:18][C:17]([CH3:21])=[CH:16][C:15]=3[Cl:22])[CH2:9]2)=[CH:4][CH:3]=1)=[O:31]. (2) Given the reactants [CH2:1]([O:8][NH:9][C:10]([C:12]1[C:13](Cl)=[N:14][C:15]([Cl:19])=[C:16]([F:18])[CH:17]=1)=[O:11])[C:2]1[CH:7]=[CH:6][CH:5]=[CH:4][CH:3]=1.[H-].[Na+].[CH2:23]([N:27]=[C:28]=[O:29])[CH2:24][CH2:25][CH3:26], predict the reaction product. The product is: [CH2:1]([O:8][N:9]1[C:10](=[O:11])[C:12]2[CH:17]=[C:16]([F:18])[C:15]([Cl:19])=[N:14][C:13]=2[N:27]([CH2:23][CH2:24][CH2:25][CH3:26])[C:28]1=[O:29])[C:2]1[CH:7]=[CH:6][CH:5]=[CH:4][CH:3]=1. (3) Given the reactants Cl[C:2]1[N:6]2[CH:7]=[C:8]([S:11]([C:14]3[CH:19]=[CH:18][CH:17]=[CH:16][CH:15]=3)(=[O:13])=[O:12])[CH:9]=[CH:10][C:5]2=[N:4][N:3]=1.[C:20]1([C@H:26]([NH2:28])[CH3:27])[CH:25]=[CH:24][CH:23]=[CH:22][CH:21]=1, predict the reaction product. The product is: [C:20]1([C@H:26]([NH:28][C:2]2[N:6]3[CH:7]=[C:8]([S:11]([C:14]4[CH:19]=[CH:18][CH:17]=[CH:16][CH:15]=4)(=[O:13])=[O:12])[CH:9]=[CH:10][C:5]3=[N:4][N:3]=2)[CH3:27])[CH:25]=[CH:24][CH:23]=[CH:22][CH:21]=1. (4) Given the reactants [CH2:1]([O:3][C:4](=[O:16])[C:5]([NH:7][CH2:8][C:9]([O:11][CH2:12][CH2:13][CH2:14][CH3:15])=[O:10])=O)[CH3:2].O=P12OP3(OP(OP(O3)(O1)=O)(=O)O2)=O.O, predict the reaction product. The product is: [CH2:12]([O:11][C:9]1[O:10][C:5]([C:4]([O:3][CH2:1][CH3:2])=[O:16])=[N:7][CH:8]=1)[CH2:13][CH2:14][CH3:15].